This data is from NCI-60 drug combinations with 297,098 pairs across 59 cell lines. The task is: Regression. Given two drug SMILES strings and cell line genomic features, predict the synergy score measuring deviation from expected non-interaction effect. (1) Drug 1: CC1C(C(CC(O1)OC2CC(CC3=C2C(=C4C(=C3O)C(=O)C5=C(C4=O)C(=CC=C5)OC)O)(C(=O)C)O)N)O.Cl. Drug 2: COC1=NC(=NC2=C1N=CN2C3C(C(C(O3)CO)O)O)N. Cell line: HCT-15. Synergy scores: CSS=10.1, Synergy_ZIP=7.35, Synergy_Bliss=9.50, Synergy_Loewe=-3.68, Synergy_HSA=4.95. (2) Drug 1: C1CC(C1)(C(=O)O)C(=O)O.[NH2-].[NH2-].[Pt+2]. Drug 2: C1CC(=O)NC(=O)C1N2C(=O)C3=CC=CC=C3C2=O. Cell line: MOLT-4. Synergy scores: CSS=60.6, Synergy_ZIP=-1.53, Synergy_Bliss=-1.35, Synergy_Loewe=-10.5, Synergy_HSA=0.821. (3) Drug 1: C1CC(C1)(C(=O)O)C(=O)O.[NH2-].[NH2-].[Pt+2]. Drug 2: C1CN(CCN1C(=O)CCBr)C(=O)CCBr. Cell line: SF-539. Synergy scores: CSS=40.3, Synergy_ZIP=-7.89, Synergy_Bliss=-2.34, Synergy_Loewe=2.20, Synergy_HSA=2.53. (4) Drug 1: CC1=C(C=C(C=C1)NC2=NC=CC(=N2)N(C)C3=CC4=NN(C(=C4C=C3)C)C)S(=O)(=O)N.Cl. Drug 2: CC12CCC3C(C1CCC2OP(=O)(O)O)CCC4=C3C=CC(=C4)OC(=O)N(CCCl)CCCl.[Na+]. Cell line: NCIH23. Synergy scores: CSS=-1.46, Synergy_ZIP=-0.527, Synergy_Bliss=-3.93, Synergy_Loewe=-3.16, Synergy_HSA=-3.54. (5) Drug 2: C1CN(CCN1C(=O)CCBr)C(=O)CCBr. Synergy scores: CSS=38.3, Synergy_ZIP=-3.36, Synergy_Bliss=-0.186, Synergy_Loewe=0.593, Synergy_HSA=0.662. Drug 1: C1=NC2=C(N=C(N=C2N1C3C(C(C(O3)CO)O)F)Cl)N. Cell line: U251. (6) Drug 1: COC1=NC(=NC2=C1N=CN2C3C(C(C(O3)CO)O)O)N. Drug 2: CC1=C(N=C(N=C1N)C(CC(=O)N)NCC(C(=O)N)N)C(=O)NC(C(C2=CN=CN2)OC3C(C(C(C(O3)CO)O)O)OC4C(C(C(C(O4)CO)O)OC(=O)N)O)C(=O)NC(C)C(C(C)C(=O)NC(C(C)O)C(=O)NCCC5=NC(=CS5)C6=NC(=CS6)C(=O)NCCC[S+](C)C)O. Cell line: PC-3. Synergy scores: CSS=10.2, Synergy_ZIP=-3.45, Synergy_Bliss=2.25, Synergy_Loewe=-9.61, Synergy_HSA=0.0756.